Dataset: Catalyst prediction with 721,799 reactions and 888 catalyst types from USPTO. Task: Predict which catalyst facilitates the given reaction. (1) Reactant: [C:1]([O:5][C:6](=[O:15])[NH:7][CH2:8][CH:9]1[CH2:14][CH2:13][CH2:12][NH:11][CH2:10]1)([CH3:4])([CH3:3])[CH3:2].Br[C:17]1[CH:22]=[CH:21][C:20]([C:23]([F:26])([F:25])[F:24])=[CH:19][CH:18]=1.CC(C)([O-])C.[Na+].C1C=CC(P(C2C=CC3C(=CC=CC=3)C=2C2C3C(=CC=CC=3)C=CC=2P(C2C=CC=CC=2)C2C=CC=CC=2)C2C=CC=CC=2)=CC=1. Product: [C:1]([O:5][C:6](=[O:15])[NH:7][CH2:8][CH:9]1[CH2:14][CH2:13][CH2:12][N:11]([C:17]2[CH:22]=[CH:21][C:20]([C:23]([F:26])([F:25])[F:24])=[CH:19][CH:18]=2)[CH2:10]1)([CH3:4])([CH3:2])[CH3:3]. The catalyst class is: 101. (2) Reactant: [Br:1][C:2]1[CH:3]=[C:4]2[C:9](=[CH:10][CH:11]=1)[CH:8]=[C:7]([OH:12])[CH:6]=[CH:5]2.[CH3:13][C@H:14]1[CH2:19][CH2:18][CH2:17][C@@H:16]([CH3:20])[N:15]1[CH2:21][CH2:22]O.C1(P(C2C=CC=CC=2)C2C=CC=CC=2)C=CC=CC=1. Product: [CH3:13][C@H:14]1[CH2:19][CH2:18][CH2:17][C@@H:16]([CH3:20])[N:15]1[CH2:21][CH2:22][O:12][C:7]1[CH:6]=[CH:5][C:4]2[C:9](=[CH:10][CH:11]=[C:2]([Br:1])[CH:3]=2)[CH:8]=1. The catalyst class is: 1. (3) Reactant: Br[CH2:2][CH2:3][CH2:4][CH2:5][C:6]([O:8][CH2:9][CH3:10])=[O:7].C(=O)(O)[O-:12].[Na+].[N+]1([O-])C=CC=CC=1. Product: [O:12]=[CH:2][CH2:3][CH2:4][CH2:5][C:6]([O:8][CH2:9][CH3:10])=[O:7]. The catalyst class is: 11. (4) Reactant: [NH2:1][C@@H:2]([CH2:23][CH:24]([CH3:26])[CH3:25])[CH2:3][O:4][C:5]1[CH:6]=[CH:7][C:8]2[C:18]3[C:13](=[C:14]([NH:19]C(=O)C)[N:15]=[CH:16][CH:17]=3)[CH2:12][O:11][C:9]=2[CH:10]=1.[OH-].[K+]. Product: [NH2:1][C@@H:2]([CH2:23][CH:24]([CH3:26])[CH3:25])[CH2:3][O:4][C:5]1[CH:6]=[CH:7][C:8]2[C:18]3[C:13](=[C:14]([NH2:19])[N:15]=[CH:16][CH:17]=3)[CH2:12][O:11][C:9]=2[CH:10]=1. The catalyst class is: 40.